Dataset: Reaction yield outcomes from USPTO patents with 853,638 reactions. Task: Predict the reaction yield, written as a fraction of the theoretical maximum amount of product (1.0 means a 100% yield; for example, 0.34 means a 34% yield). The reactants are [F:1][C:2]1[CH:25]=[C:24]([N+:26]([O-:28])=[O:27])[CH:23]=[CH:22][C:3]=1[O:4][C:5]1[CH:10]=[CH:9][N:8]=[C:7]2[CH:11]=[C:12]([C:14]3[N:15]([CH3:21])[C:16]([CH:19]=O)=[CH:17][N:18]=3)[S:13][C:6]=12.[CH3:29][O:30][CH2:31][CH2:32][NH2:33].C(O)(=O)C.C(O[BH-](OC(=O)C)OC(=O)C)(=O)C.[Na+]. The yield is 1.00. The product is [F:1][C:2]1[CH:25]=[C:24]([N+:26]([O-:28])=[O:27])[CH:23]=[CH:22][C:3]=1[O:4][C:5]1[CH:10]=[CH:9][N:8]=[C:7]2[CH:11]=[C:12]([C:14]3[N:15]([CH3:21])[C:16]([CH2:19][NH:33][CH2:32][CH2:31][O:30][CH3:29])=[CH:17][N:18]=3)[S:13][C:6]=12. The catalyst is C(Cl)Cl.